Dataset: Forward reaction prediction with 1.9M reactions from USPTO patents (1976-2016). Task: Predict the product of the given reaction. (1) Given the reactants [Br:1][C:2]1[CH:7]=[CH:6][C:5]([CH2:8]O)=[CH:4][C:3]=1[O:10][CH3:11].[Br:12]P(Br)Br.O, predict the reaction product. The product is: [Br:1][C:2]1[CH:7]=[CH:6][C:5]([CH2:8][Br:12])=[CH:4][C:3]=1[O:10][CH3:11]. (2) Given the reactants Cl[C:2]1[C:3](=[O:15])[N:4]([C@H:9]([CH2:12][O:13][CH3:14])[CH2:10][CH3:11])[CH:5]=[C:6]([Cl:8])[N:7]=1.[Br:16][C:17]1[CH:18]=[C:19]2[C:23](=[C:24]([Cl:26])[CH:25]=1)[NH:22][CH2:21][CH2:20]2, predict the reaction product. The product is: [Br:16][C:17]1[CH:18]=[C:19]2[C:23](=[C:24]([Cl:26])[CH:25]=1)[N:22]([C:2]1[C:3](=[O:15])[N:4]([C@H:9]([CH2:12][O:13][CH3:14])[CH2:10][CH3:11])[CH:5]=[C:6]([Cl:8])[N:7]=1)[CH2:21][CH2:20]2.